This data is from B-cell epitopes from IEDB database with 3,159 antigens for binding position prediction. The task is: Token-level Classification. Given an antigen amino acid sequence, predict which amino acid positions are active epitope sites capable of antibody binding. Output is a list of indices for active positions. Given the antigen sequence: PRVPWKMRPADLLQLVLLLDLPRDLGGMGCSSPPCECHQEEDFRVTCKDIQRIPSLPPSTQTLKLIETHLRTIPSHAFSNLPNISRIYVSIDVTLQQLESHSFYNLSKVTHIEIRNTRNLTYIDPDALKELPLLKFLGIFNTGLKMFPDLTKVYSTDIFFILEITDNPYMTSIPVNAFQGLCNETLTLKLYNNGFTSVQGYAFNGTKLDAVYLNKNKYLTVIDKDAFGGVYSGPSLLDVSQTSVTALPSKGLEHLKELIARNTWTLKKLPLSLSFLHLTRADLSYPSHCCAFKNQKKIRGILESLMCNESSMQSLRQRKSVNALNSPLHQEYEENLGDSIVGYKEKSKFQDTHNNAHYYVFFEEQEDEIIGFGQELKNPQEETLQAFDSHYDYTICGDSEDMVCTPKSDEFNPCEDIMGYKFLRIVVWFVSLLALLGNVFVLLILLTSHYKLNVPRFLMCNLAFADFCMGMYLLLIASVDLYTHSEYYNHAIDWQTGPGC..., which amino acid positions are active epitope sites? The epitope positions are: [362, 363, 364, 365, 366, 367, 368, 369, 370, 371, 372, 373, 374, 375, 376, 377]. The amino acids at these positions are: EEQEDEIIGFGQELKN.